The task is: Predict which catalyst facilitates the given reaction.. This data is from Catalyst prediction with 721,799 reactions and 888 catalyst types from USPTO. (1) Reactant: [C:1]1([S:7]([N:10]2[C:18]3[C:13](=[CH:14][CH:15]=[C:16]([F:19])[CH:17]=3)[C:12]([C:20]3[CH:21]=[CH:22][C:23]4[N:27]=[C:26]([CH2:28][CH2:29][NH2:30])[NH:25][C:24]=4[CH:31]=3)=[CH:11]2)(=[O:9])=[O:8])[CH:6]=[CH:5][CH:4]=[CH:3][CH:2]=1.[C:32](Cl)([CH3:34])=[O:33]. Product: [F:19][C:16]1[CH:17]=[C:18]2[C:13]([C:12]([C:20]3[CH:21]=[CH:22][C:23]4[N:27]=[C:26]([CH2:28][CH2:29][NH:30][C:32](=[O:33])[CH3:34])[NH:25][C:24]=4[CH:31]=3)=[CH:11][N:10]2[S:7]([C:1]2[CH:2]=[CH:3][CH:4]=[CH:5][CH:6]=2)(=[O:9])=[O:8])=[CH:14][CH:15]=1. The catalyst class is: 2. (2) Reactant: [Li+].[CH3:2]CC[CH2-].[Cl:6][C:7]1[C:8]2[N:9]([C:13]([C@@H:16]3[CH2:21][CH2:20][CH2:19][N:18]([C:22]([O:24][CH2:25][C:26]4[CH:31]=[CH:30][CH:29]=[CH:28][CH:27]=4)=[O:23])[CH2:17]3)=[N:14][CH:15]=2)[CH:10]=[CH:11][N:12]=1.IC.[Cl-].[NH4+]. Product: [Cl:6][C:7]1[C:8]2[N:9]([C:13]([C@@H:16]3[CH2:21][CH2:20][CH2:19][N:18]([C:22]([O:24][CH2:25][C:26]4[CH:27]=[CH:28][CH:29]=[CH:30][CH:31]=4)=[O:23])[CH2:17]3)=[N:14][CH:15]=2)[C:10]([CH3:2])=[CH:11][N:12]=1. The catalyst class is: 1. (3) Reactant: Cl.[S:2]1[N:6]=[CH:5][C:4]([O:7][CH2:8][C@@H:9]2[O:13][C:12](=[O:14])[N:11]([C:15]3[CH:20]=[CH:19][C:18]([C:21]4[CH2:26][CH2:25][N:24]([C:27]([C@@H:29]5[CH2:33][O:32]C(C)(C)[O:30]5)=[O:28])[CH2:23][CH:22]=4)=[C:17]([F:36])[CH:16]=3)[CH2:10]2)=[N:3]1. Product: [S:2]1[N:6]=[CH:5][C:4]([O:7][CH2:8][C@@H:9]2[O:13][C:12](=[O:14])[N:11]([C:15]3[CH:20]=[CH:19][C:18]([C:21]4[CH2:26][CH2:25][N:24]([C:27](=[O:28])[C@@H:29]([OH:30])[CH2:33][OH:32])[CH2:23][CH:22]=4)=[C:17]([F:36])[CH:16]=3)[CH2:10]2)=[N:3]1. The catalyst class is: 1. (4) Reactant: Br[C:2]1[C:3]([N:20]2[CH2:25][CH2:24][CH2:23][C@@H:22]([NH:26][C:27](=[O:33])[O:28][C:29]([CH3:32])([CH3:31])[CH3:30])[CH2:21]2)=[C:4]2[C:10]([NH:11][C:12](=[O:19])[C:13]3[CH:18]=[CH:17][CH:16]=[N:15][CH:14]=3)=[CH:9][NH:8][C:5]2=[N:6][CH:7]=1.[Li]C.C([Li])CCC.[CH3:41][S:42]SC. Product: [CH3:41][S:42][C:2]1[C:3]([N:20]2[CH2:25][CH2:24][CH2:23][C@@H:22]([NH:26][C:27](=[O:33])[O:28][C:29]([CH3:32])([CH3:31])[CH3:30])[CH2:21]2)=[C:4]2[C:10]([NH:11][C:12](=[O:19])[C:13]3[CH:18]=[CH:17][CH:16]=[N:15][CH:14]=3)=[CH:9][NH:8][C:5]2=[N:6][CH:7]=1. The catalyst class is: 1. (5) Reactant: [C:1]([O:5][C:6](=[O:19])[NH:7][C:8]1[C:17]2[C:12](=[CH:13][CH:14]=[CH:15][CH:16]=2)[C:11]([OH:18])=[CH:10][CH:9]=1)([CH3:4])([CH3:3])[CH3:2].C(=O)([O-])[O-].[Cs+].[Cs+].Br[CH2:27][C:28]([O:30][CH2:31][CH3:32])=[O:29]. Product: [CH2:31]([O:30][C:28](=[O:29])[CH2:27][O:18][C:11]1[C:12]2[C:17](=[CH:16][CH:15]=[CH:14][CH:13]=2)[C:8]([NH:7][C:6]([O:5][C:1]([CH3:4])([CH3:2])[CH3:3])=[O:19])=[CH:9][CH:10]=1)[CH3:32]. The catalyst class is: 21. (6) Reactant: Br[C:2]1[CH:3]=[CH:4][C:5]2[N:6]([N:8]=[C:9]([NH:11][C:12](=[O:14])[CH3:13])[N:10]=2)[CH:7]=1.[CH3:15][C:16]1([CH3:32])[C:20]([CH3:22])([CH3:21])[O:19][B:18]([B:18]2[O:19][C:20]([CH3:22])([CH3:21])[C:16]([CH3:32])([CH3:15])[O:17]2)[O:17]1.C(=O)([O-])[O-].[Na+].[Na+]. Product: [CH3:15][C:16]1([CH3:32])[C:20]([CH3:22])([CH3:21])[O:19][B:18]([C:2]2[CH:3]=[CH:4][C:5]3[N:6]([N:8]=[C:9]([NH:11][C:12](=[O:14])[CH3:13])[N:10]=3)[CH:7]=2)[O:17]1. The catalyst class is: 233. (7) Reactant: [CH3:1][C@H:2]1[CH2:7][N:6]([C:8]2[C:17]3[C:12](=[CH:13][CH:14]=[CH:15][CH:16]=3)[C:11]([C:18]3[CH:23]=[CH:22][CH:21]=[CH:20][CH:19]=3)=[N:10][N:9]=2)[CH2:5][CH2:4][N:3]1C(OC(C)(C)C)=O.FC(F)(F)C(O)=O.C([O-])(O)=O.[Na+]. Product: [CH3:1][C@@H:2]1[NH:3][CH2:4][CH2:5][N:6]([C:8]2[C:17]3[C:12](=[CH:13][CH:14]=[CH:15][CH:16]=3)[C:11]([C:18]3[CH:23]=[CH:22][CH:21]=[CH:20][CH:19]=3)=[N:10][N:9]=2)[CH2:7]1. The catalyst class is: 4.